Dataset: Forward reaction prediction with 1.9M reactions from USPTO patents (1976-2016). Task: Predict the product of the given reaction. (1) The product is: [Br:18][C:19]1[CH:20]=[CH:21][C:22]([Cl:27])=[C:23]([CH:24]([C:10]2[CH:9]=[N:8][N:7]([C:1]3[CH:6]=[CH:5][CH:4]=[CH:3][CH:2]=3)[CH:11]=2)[OH:25])[CH:26]=1. Given the reactants [C:1]1([N:7]2[CH:11]=[C:10](Br)[CH:9]=[N:8]2)[CH:6]=[CH:5][CH:4]=[CH:3][CH:2]=1.C([Li])CCC.[Br:18][C:19]1[CH:20]=[CH:21][C:22]([Cl:27])=[C:23]([CH:26]=1)[CH:24]=[O:25].[Cl-].[NH4+], predict the reaction product. (2) Given the reactants C(OC([NH:8][C@H:9]([CH2:46][C:47]1[CH:52]=[CH:51][CH:50]=[CH:49][CH:48]=1)[CH2:10][N:11]([CH2:29][C@@H:30]([NH:38]C(OC(C)(C)C)=O)[CH2:31][C:32]1[CH:37]=[CH:36][CH:35]=[CH:34][CH:33]=1)C(OCC1C2C=CC=CC=2C2C1=CC=CC=2)=O)=O)(C)(C)C.FC(F)(F)[C:55]([OH:57])=[O:56].[C:60](=[O:78])([O:71][CH2:72][C:73]1[S:77][CH:76]=[N:75][CH:74]=1)OC1C=CC([N+]([O-])=O)=CC=1, predict the reaction product. The product is: [S:77]1[C:73]([CH2:72][O:57][C:55]([NH:38][C@H:30]([CH2:31][C:32]2[CH:33]=[CH:34][CH:35]=[CH:36][CH:37]=2)[CH2:29][NH:11][CH2:10][C@@H:9]([NH:8][C:60]([O:71][CH2:72][C:73]2[S:77][CH:76]=[N:75][CH:74]=2)=[O:78])[CH2:46][C:47]2[CH:48]=[CH:49][CH:50]=[CH:51][CH:52]=2)=[O:56])=[CH:74][N:75]=[CH:76]1.